Task: Predict which catalyst facilitates the given reaction.. Dataset: Catalyst prediction with 721,799 reactions and 888 catalyst types from USPTO (1) Reactant: P(Cl)(Cl)(Cl)=O.[Cl:6][C:7]1[CH:8]=[CH:9][C:10]([N:24]2[CH:28]=[CH:27][CH:26]=[CH:25]2)=[C:11]([C:13]([C:15]2[CH:20]=[CH:19][CH:18]=[C:17]([O:21][CH3:22])[C:16]=2[F:23])=[O:14])[CH:12]=1.[C:29]([O-])(=[O:31])C.[Na+]. Product: [Cl:6][C:7]1[CH:8]=[CH:9][C:10]([N:24]2[CH:28]=[CH:27][CH:26]=[C:25]2[CH:29]=[O:31])=[C:11]([C:13](=[O:14])[C:15]2[CH:20]=[CH:19][CH:18]=[C:17]([O:21][CH3:22])[C:16]=2[F:23])[CH:12]=1. The catalyst class is: 9. (2) Reactant: [F:1][C:2]1[CH:7]=[CH:6][C:5]([O:8][CH3:9])=[CH:4][C:3]=1[C:10]1[C:11]([OH:27])=[CH:12][C:13]([O:16][Si:17]([CH:24]([CH3:26])[CH3:25])([CH:21]([CH3:23])[CH3:22])[CH:18]([CH3:20])[CH3:19])=[CH:14][CH:15]=1.C(N(CC)C(C)C)(C)C.[CH3:37][O:38][CH2:39]Cl.[Cl-].[NH4+]. Product: [F:1][C:2]1[CH:7]=[CH:6][C:5]([O:8][CH3:9])=[CH:4][C:3]=1[C:10]1[CH:15]=[CH:14][C:13]([O:16][Si:17]([CH:21]([CH3:23])[CH3:22])([CH:24]([CH3:26])[CH3:25])[CH:18]([CH3:20])[CH3:19])=[CH:12][C:11]=1[O:27][CH2:37][O:38][CH3:39]. The catalyst class is: 3. (3) Product: [CH:31]1([NH:36][C:37]([N:4]2[C:3]([C:18]3[N:22]([C:23]4[CH:24]=[CH:25][C:26]([C:27]#[N:28])=[CH:29][CH:30]=4)[N:21]=[CH:20][N:19]=3)=[C:2]([CH3:1])[N:6]([C:7]3[CH:12]=[CH:11][CH:10]=[C:9]([C:13]([F:15])([F:16])[F:14])[CH:8]=3)[C:5]2=[O:17])=[O:38])[CH2:35][CH2:34][CH2:33][CH2:32]1. The catalyst class is: 2. Reactant: [CH3:1][C:2]1[N:6]([C:7]2[CH:12]=[CH:11][CH:10]=[C:9]([C:13]([F:16])([F:15])[F:14])[CH:8]=2)[C:5](=[O:17])[NH:4][C:3]=1[C:18]1[N:22]([C:23]2[CH:30]=[CH:29][C:26]([C:27]#[N:28])=[CH:25][CH:24]=2)[N:21]=[CH:20][N:19]=1.[CH:31]1([N:36]=[C:37]=[O:38])[CH2:35][CH2:34][CH2:33][CH2:32]1.CCN(C(C)C)C(C)C. (4) Reactant: [CH2:1]([O:8][CH2:9][C:10]([CH:12]1[CH2:18][CH2:17][CH2:16][C:15]2[CH:19]=[C:20]([N:23]3[CH2:27][C@H:26]([CH2:28][NH:29][C:30](=[O:32])[CH3:31])[O:25][C:24]3=[O:33])[CH:21]=[CH:22][C:14]=2[C:13]1=O)=O)C1C=CC=CC=1.O.[NH2:36][NH2:37].O.ClCCl. The catalyst class is: 8. Product: [CH2:1]([O:8][CH2:9][C:10]1[C:12]2[CH2:18][CH2:17][CH2:16][C:15]3[CH:19]=[C:20]([N:23]4[CH2:27][C@H:26]([CH2:28][NH:29][C:30](=[O:32])[CH3:31])[O:25][C:24]4=[O:33])[CH:21]=[CH:22][C:14]=3[C:13]=2[NH:37][N:36]=1)[C:14]1[CH:22]=[CH:21][CH:20]=[CH:19][CH:15]=1.